Dataset: Full USPTO retrosynthesis dataset with 1.9M reactions from patents (1976-2016). Task: Predict the reactants needed to synthesize the given product. (1) Given the product [NH2:3][C:8]1[N:13]=[C:12]([CH2:14][C:15]([N:17]2[C:25]3[C:20](=[CH:21][C:22]([NH:26][C:27]([C:29]4[C:30]([C:35]5[CH:36]=[CH:37][C:38]([C:41]([F:43])([F:44])[F:42])=[CH:39][CH:40]=5)=[CH:31][CH:32]=[CH:33][CH:34]=4)=[O:28])=[CH:23][CH:24]=3)[CH2:19][CH2:18]2)=[O:16])[CH:11]=[CH:10][N:9]=1, predict the reactants needed to synthesize it. The reactants are: CC1[N:3]([C:8]2[N:13]=[C:12]([CH2:14][C:15]([N:17]3[C:25]4[C:20](=[CH:21][C:22]([NH:26][C:27]([C:29]5[C:30]([C:35]6[CH:40]=[CH:39][C:38]([C:41]([F:44])([F:43])[F:42])=[CH:37][CH:36]=6)=[CH:31][CH:32]=[CH:33][CH:34]=5)=[O:28])=[CH:23][CH:24]=4)[CH2:19][CH2:18]3)=[O:16])[CH:11]=[CH:10][N:9]=2)C(C)=CC=1.Cl.NO.C(N(CC)CC)C. (2) The reactants are: [Br:1][C:2]1[C:3](=[O:34])[N:4]([C:19]2[CH:20]=[C:21]([C:26](=O)[CH2:27][C:28]([O:30]CC)=[O:29])[CH:22]=[CH:23][C:24]=2[CH3:25])[C:5]([CH3:18])=[CH:6][C:7]=1[O:8][CH2:9][C:10]1[CH:15]=[CH:14][C:13]([F:16])=[CH:12][C:11]=1[F:17].C([N:37](CC)CC)C.Cl.NO.C([O-])(O)=O.[Na+]. Given the product [Br:1][C:2]1[C:3](=[O:34])[N:4]([C:19]2[CH:20]=[C:21]([C:26]3[CH:27]=[C:28]([OH:30])[O:29][N:37]=3)[CH:22]=[CH:23][C:24]=2[CH3:25])[C:5]([CH3:18])=[CH:6][C:7]=1[O:8][CH2:9][C:10]1[CH:15]=[CH:14][C:13]([F:16])=[CH:12][C:11]=1[F:17], predict the reactants needed to synthesize it.